From a dataset of Forward reaction prediction with 1.9M reactions from USPTO patents (1976-2016). Predict the product of the given reaction. (1) Given the reactants Br[C:2]1[C:3]2[N:4]([N:9]=[C:10]([NH2:12])[N:11]=2)[CH:5]=[C:6]([CH3:8])[CH:7]=1.[F:13][C:14]1[CH:19]=[CH:18][C:17](B(O)O)=[CH:16][C:15]=1[C:23]([F:26])([F:25])[F:24], predict the reaction product. The product is: [F:13][C:14]1[CH:19]=[CH:18][C:17]([C:2]2[C:3]3[N:4]([N:9]=[C:10]([NH2:12])[N:11]=3)[CH:5]=[C:6]([CH3:8])[CH:7]=2)=[CH:16][C:15]=1[C:23]([F:24])([F:25])[F:26]. (2) Given the reactants Br[C:2]1C=C[C:5](O)=[C:6]([C:8]2[CH:17]=[CH:16][C:15]3[C:10](=[CH:11][CH:12]=[C:13]([C:18]4[N:22]([CH:23]5[CH2:28][CH2:27][CH2:26][CH2:25][CH2:24]5)[C:21]5[CH:29]=[CH:30][C:31]([C:33]([OH:35])=[O:34])=[CH:32][C:20]=5[N:19]=4)[CH:14]=3)[N:9]=2)[CH:7]=1.C(OC(C1C=CC2[N:46](C3CCCCC3)C(C3C=CC(N)=C(C=O)C=3)=NC=2C=1)=O)C.N1C=CC(C(=O)C)=C1.[OH-].[K+], predict the reaction product. The product is: [CH:23]1([N:22]2[C:21]3[CH:29]=[CH:30][C:31]([C:33]([OH:35])=[O:34])=[CH:32][C:20]=3[N:19]=[C:18]2[C:13]2[CH:14]=[C:15]3[C:10](=[CH:11][CH:12]=2)[N:9]=[C:8]([C:6]2[CH:7]=[CH:2][NH:46][CH:5]=2)[CH:17]=[CH:16]3)[CH2:24][CH2:25][CH2:26][CH2:27][CH2:28]1.